Dataset: Peptide-MHC class I binding affinity with 185,985 pairs from IEDB/IMGT. Task: Regression. Given a peptide amino acid sequence and an MHC pseudo amino acid sequence, predict their binding affinity value. This is MHC class I binding data. (1) The peptide sequence is LYNTIATLY. The MHC is HLA-B08:02 with pseudo-sequence HLA-B08:02. The binding affinity (normalized) is 0.0847. (2) The peptide sequence is RHINVELSL. The MHC is Mamu-A07 with pseudo-sequence Mamu-A07. The binding affinity (normalized) is 0.591. (3) The peptide sequence is SMGNTLTCYV. The MHC is HLA-A68:02 with pseudo-sequence HLA-A68:02. The binding affinity (normalized) is 0.280. (4) The MHC is HLA-B44:02 with pseudo-sequence HLA-B44:02. The peptide sequence is KEVALLRTY. The binding affinity (normalized) is 0.910. (5) The peptide sequence is TTTYKAFDW. The MHC is HLA-B58:01 with pseudo-sequence HLA-B58:01. The binding affinity (normalized) is 0.605.